From a dataset of Forward reaction prediction with 1.9M reactions from USPTO patents (1976-2016). Predict the product of the given reaction. (1) The product is: [Cl:17][C:11]1[CH:12]=[CH:13][CH:14]=[C:15]([F:16])[C:10]=1[CH:7]1[NH:6][C:5]2[CH:18]=[CH:19][C:2]([C:25]3[CH:26]=[N:27][C:22]([O:21][CH3:20])=[CH:23][C:24]=3[CH3:31])=[CH:3][C:4]=2[O:9][CH2:8]1. Given the reactants Br[C:2]1[CH:19]=[CH:18][C:5]2[NH:6][CH:7]([C:10]3[C:15]([F:16])=[CH:14][CH:13]=[CH:12][C:11]=3[Cl:17])[CH2:8][O:9][C:4]=2[CH:3]=1.[CH3:20][O:21][C:22]1[N:27]=[CH:26][C:25](B(O)O)=[C:24]([CH3:31])[CH:23]=1, predict the reaction product. (2) Given the reactants [C:1]([C:5]1[CH:6]=[C:7]([NH:13][C:14]([NH:16][C@@H:17]2[C:26]3[C:21](=[CH:22][CH:23]=[CH:24][CH:25]=3)[C@H:20]([O:27][C:28]3[CH:29]=[CH:30][C:31]4[N:32]([C:34]([N:37]5[CH2:42][CH2:41][O:40][CH2:39][C@@H:38]5[CH3:43])=[N:35][N:36]=4)[CH:33]=3)[CH2:19][CH2:18]2)=[O:15])[N:8]([CH2:10][CH2:11][OH:12])[N:9]=1)([CH3:4])([CH3:3])[CH3:2].CCN(C(C)C)C(C)C.[CH3:53][S:54](Cl)(=[O:56])=[O:55], predict the reaction product. The product is: [C:1]([C:5]1[CH:6]=[C:7]([NH:13][C:14]([NH:16][C@@H:17]2[C:26]3[C:21](=[CH:22][CH:23]=[CH:24][CH:25]=3)[C@H:20]([O:27][C:28]3[CH:29]=[CH:30][C:31]4[N:32]([C:34]([N:37]5[CH2:42][CH2:41][O:40][CH2:39][C@@H:38]5[CH3:43])=[N:35][N:36]=4)[CH:33]=3)[CH2:19][CH2:18]2)=[O:15])[N:8]([CH2:10][CH2:11][O:12][S:54]([CH3:53])(=[O:56])=[O:55])[N:9]=1)([CH3:4])([CH3:2])[CH3:3]. (3) Given the reactants [CH3:1][O:2][C:3]1[CH:20]=[CH:19][C:6]([CH2:7][O:8][C:9]2[C:14]3[C:15]([OH:18])=[N:16][O:17][C:13]=3[CH:12]=[CH:11][CH:10]=2)=[CH:5][CH:4]=1.O[CH2:22][CH:23]1[CH2:28][CH2:27][N:26]([CH2:29][C:30]2([C:35]([O:37][CH3:38])=[O:36])[CH2:34][CH2:33][CH2:32][CH2:31]2)[CH2:25][CH2:24]1.C(C=P(CCCC)(CCCC)CCCC)#N, predict the reaction product. The product is: [CH3:1][O:2][C:3]1[CH:4]=[CH:5][C:6]([CH2:7][O:8][C:9]2[C:14]3[C:15]([O:18][CH2:22][CH:23]4[CH2:28][CH2:27][N:26]([CH2:29][C:30]5([C:35]([O:37][CH3:38])=[O:36])[CH2:31][CH2:32][CH2:33][CH2:34]5)[CH2:25][CH2:24]4)=[N:16][O:17][C:13]=3[CH:12]=[CH:11][CH:10]=2)=[CH:19][CH:20]=1. (4) Given the reactants [NH2:1][C:2]1[CH:7]=[CH:6][C:5]([N:8]2[C:16]3[CH:15]=[CH:14][N:13]=[CH:12][C:11]=3[N:10]=[C:9]2[C:17]2[C:18]([NH2:22])=[N:19][O:20][N:21]=2)=[CH:4][CH:3]=1.Cl[CH2:24][CH2:25][C:26]([CH3:29])([CH3:28])[CH3:27].[OH-].[K+], predict the reaction product. The product is: [CH3:27][C:26]([CH3:29])([CH3:28])[CH2:25][CH2:24][NH:1][C:2]1[CH:7]=[CH:6][C:5]([N:8]2[C:16]3[CH:15]=[CH:14][N:13]=[CH:12][C:11]=3[N:10]=[C:9]2[C:17]2[C:18]([NH2:22])=[N:19][O:20][N:21]=2)=[CH:4][CH:3]=1. (5) Given the reactants [CH2:1]([O:3][C:4]([N:6]1[C:15]2[C:10](=[CH:11][C:12]([C:16]([F:19])([F:18])[F:17])=[CH:13][CH:14]=2)[C@H:9]([NH:20][CH2:21][C:22]2[CH:27]=[C:26]([C:28]([F:31])([F:30])[F:29])[CH:25]=[C:24]([C:32]([F:35])([F:34])[F:33])[CH:23]=2)[CH2:8][C@@H:7]1[CH2:36][CH3:37])=[O:5])[CH3:2].N1C=CC=CC=1.Cl[C:45]([O:47][CH3:48])=[O:46], predict the reaction product. The product is: [CH2:1]([O:3][C:4]([N:6]1[C:15]2[C:10](=[CH:11][C:12]([C:16]([F:17])([F:18])[F:19])=[CH:13][CH:14]=2)[C@H:9]([N:20]([CH2:21][C:22]2[CH:27]=[C:26]([C:28]([F:29])([F:30])[F:31])[CH:25]=[C:24]([C:32]([F:35])([F:33])[F:34])[CH:23]=2)[C:45]([O:47][CH3:48])=[O:46])[CH2:8][C@@H:7]1[CH2:36][CH3:37])=[O:5])[CH3:2]. (6) Given the reactants Br[C:2]1[CH:3]=[C:4]2[C:9](=[O:10])[N:8]3[CH2:11][CH2:12][NH:13][CH:7]3[CH:6](C3C=CC(CO)=CC=3)[N:5]2[CH:22]=1.[N:23]1[CH:28]=[CH:27][CH:26]=[C:25](B(O)O)[CH:24]=1.[C:32](=[O:35])([O-])[O-].[Na+].[Na+].[CH2:38](O)[CH3:39], predict the reaction product. The product is: [OH:35][CH2:32][C:39]1[CH:38]=[CH:4][C:3]([C:7]23[NH:13][CH2:12][CH2:11][N:8]2[C:9](=[O:10])[C:4]2[N:5]([CH:22]=[C:2]([C:25]4[CH:24]=[N:23][CH:28]=[CH:27][CH:26]=4)[CH:3]=2)[CH2:6]3)=[CH:2][CH:22]=1.